From a dataset of Reaction yield outcomes from USPTO patents with 853,638 reactions. Predict the reaction yield, written as a fraction of the theoretical maximum amount of product (1.0 means a 100% yield; for example, 0.34 means a 34% yield). (1) The reactants are [C:1]([O:5][C:6]([NH:8][CH:9]1[C:17]2[C:12](=[CH:13][C:14]([C:18]([OH:20])=O)=[CH:15][CH:16]=2)[CH2:11][CH2:10]1)=[O:7])([CH3:4])([CH3:3])[CH3:2].[CH3:21][Si:22](NC)([CH3:24])[CH3:23].CCN=C=NCCC[N:35]([CH3:37])C.O. The catalyst is ClCCl.CN(C1C=CN=CC=1)C. The product is [CH3:21][Si:22]([CH2:37][NH:35][C:18]([C:14]1[CH:13]=[C:12]2[C:17](=[CH:16][CH:15]=1)[CH:9]([NH:8][C:6](=[O:7])[O:5][C:1]([CH3:4])([CH3:3])[CH3:2])[CH2:10][CH2:11]2)=[O:20])([CH3:24])[CH3:23]. The yield is 0.690. (2) The reactants are C(O[B:5]1[O:9][C:8]([CH3:11])([CH3:10])[C:7]([CH3:13])([CH3:12])[O:6]1)(C)C.C([Li])CCC.[C:19]([Si:23]([O:26][CH2:27][CH2:28][C:29]1[CH:34]=[C:33]([F:35])[CH:32]=[C:31]([F:36])[CH:30]=1)([CH3:25])[CH3:24])([CH3:22])([CH3:21])[CH3:20]. No catalyst specified. The product is [C:19]([Si:23]([O:26][CH2:27][CH2:28][C:29]1[CH:34]=[C:33]([F:35])[C:32]([B:5]2[O:6][C:7]([CH3:12])([CH3:13])[C:8]([CH3:10])([CH3:11])[O:9]2)=[C:31]([F:36])[CH:30]=1)([CH3:24])[CH3:25])([CH3:22])([CH3:20])[CH3:21]. The yield is 0.340. (3) The reactants are [O:1]=[C:2]1[NH:7][C:6](=[S:8])[N:5]([CH2:9][C:10]2[CH:17]=[CH:16][C:15]([C:18]([F:21])([F:20])[F:19])=[CH:14][C:11]=2[CH:12]=O)[C:4]2[CH:22]=[CH:23][NH:24][C:3]1=2.[CH3:25][NH2:26].[BH4-].[Na+]. The catalyst is CO.C1COCC1. The product is [CH3:25][NH:26][CH2:12][C:11]1[CH:14]=[C:15]([C:18]([F:19])([F:21])[F:20])[CH:16]=[CH:17][C:10]=1[CH2:9][N:5]1[C:4]2[CH:22]=[CH:23][NH:24][C:3]=2[C:2](=[O:1])[NH:7][C:6]1=[S:8]. The yield is 0.280. (4) The reactants are [N:1]12[CH2:8][CH2:7][C:4]([C:9]([C:17]3[CH:22]=[CH:21][CH:20]=[CH:19][CH:18]=3)([C:11]3[CH:16]=[CH:15][CH:14]=[CH:13][CH:12]=3)[OH:10])([CH2:5][CH2:6]1)[CH2:3][CH2:2]2.[Br:23][CH2:24][CH2:25][CH2:26][O:27][C:28]1[CH:35]=[CH:34][C:31]([C:32]#[N:33])=[CH:30][CH:29]=1. The catalyst is CC#N. The product is [Br-:23].[C:32]([C:31]1[CH:34]=[CH:35][C:28]([O:27][CH2:26][CH2:25][CH2:24][N+:1]23[CH2:6][CH2:5][C:4]([C:9]([OH:10])([C:17]4[CH:22]=[CH:21][CH:20]=[CH:19][CH:18]=4)[C:11]4[CH:12]=[CH:13][CH:14]=[CH:15][CH:16]=4)([CH2:3][CH2:2]2)[CH2:7][CH2:8]3)=[CH:29][CH:30]=1)#[N:33]. The yield is 0.768. (5) The reactants are [Cl:1][C:2]1[CH:10]=[CH:9][C:5]([C:6](O)=[O:7])=[C:4]([OH:11])[CH:3]=1. The catalyst is C1COCC1. The product is [Cl:1][C:2]1[CH:10]=[CH:9][C:5]([CH2:6][OH:7])=[C:4]([OH:11])[CH:3]=1. The yield is 0.630.